Dataset: Full USPTO retrosynthesis dataset with 1.9M reactions from patents (1976-2016). Task: Predict the reactants needed to synthesize the given product. (1) Given the product [CH2:1]([N:8]1[CH:12]=[C:11]([O:13][CH3:16])[CH:10]=[N:9]1)[C:2]1[CH:3]=[CH:4][CH:5]=[CH:6][CH:7]=1, predict the reactants needed to synthesize it. The reactants are: [CH2:1]([N:8]1[CH:12]=[C:11]([OH:13])[CH:10]=[N:9]1)[C:2]1[CH:7]=[CH:6][CH:5]=[CH:4][CH:3]=1.IC.[C:16]([O-])([O-])=O.[Cs+].[Cs+]. (2) Given the product [NH2:24][C:21]1[CH:22]=[CH:23][C:18]([NH:25][C:15]([C:10]2[C:9]([C:6]3[CH:5]=[CH:4][C:3]([CH2:1][CH3:2])=[CH:8][CH:7]=3)=[CH:14][CH:13]=[CH:12][CH:11]=2)=[O:17])=[CH:19][CH:20]=1, predict the reactants needed to synthesize it. The reactants are: [CH2:1]([C:3]1[CH:8]=[CH:7][C:6]([C:9]2[C:10]([C:15]([OH:17])=O)=[CH:11][CH:12]=[CH:13][CH:14]=2)=[CH:5][CH:4]=1)[CH3:2].[C:18]1([NH2:25])[CH:23]=[CH:22][C:21]([NH2:24])=[CH:20][CH:19]=1.C1C=CC2N(O)N=NC=2C=1.CCN=C=NCCCN(C)C.Cl.